From a dataset of Reaction yield outcomes from USPTO patents with 853,638 reactions. Predict the reaction yield, written as a fraction of the theoretical maximum amount of product (1.0 means a 100% yield; for example, 0.34 means a 34% yield). (1) The reactants are C[Al](C)C.C1(C)C=CC=CC=1.[CH3:12][N:13]([CH3:17])[CH2:14][CH2:15][NH2:16].C([O:20][C:21]([C:23]1[N:24]=[C:25]2[CH:30]=[CH:29][C:28]([C:31]3[C:35]([C:36]4[CH:41]=[CH:40][CH:39]=[C:38]([CH3:42])[N:37]=4)=[N:34][N:33]4[CH2:43][CH2:44][CH2:45][C:32]=34)=[CH:27][N:26]2[CH:46]=1)=O)C. The catalyst is ClCCl. The product is [CH3:12][N:13]([CH3:17])[CH2:14][CH2:15][NH:16][C:21]([C:23]1[N:24]=[C:25]2[CH:30]=[CH:29][C:28]([C:31]3[C:35]([C:36]4[CH:41]=[CH:40][CH:39]=[C:38]([CH3:42])[N:37]=4)=[N:34][N:33]4[CH2:43][CH2:44][CH2:45][C:32]=34)=[CH:27][N:26]2[CH:46]=1)=[O:20]. The yield is 0.600. (2) The reactants are [Cl:1][C:2]1[CH:37]=[CH:36][C:5]([CH2:6][CH2:7][NH:8][C:9]([C:11]2[CH:35]=[CH:34][C:14]([O:15][C:16]3[CH:25]=[C:24]4[C:19]([CH:20]([C:28]([O:30]C)=[O:29])[CH2:21][C:22]([CH3:27])([CH3:26])[O:23]4)=[CH:18][C:17]=3[C:32]#[N:33])=[CH:13][CH:12]=2)=[O:10])=[CH:4][CH:3]=1.[OH-].[Na+].O.CO. The catalyst is C1COCC1.C(OCC)(=O)C.Cl. The product is [Cl:1][C:2]1[CH:3]=[CH:4][C:5]([CH2:6][CH2:7][NH:8][C:9]([C:11]2[CH:12]=[CH:13][C:14]([O:15][C:16]3[CH:25]=[C:24]4[C:19]([CH:20]([C:28]([OH:30])=[O:29])[CH2:21][C:22]([CH3:26])([CH3:27])[O:23]4)=[CH:18][C:17]=3[C:32]#[N:33])=[CH:34][CH:35]=2)=[O:10])=[CH:36][CH:37]=1. The yield is 0.308. (3) The reactants are Br[C:2]1[CH:9]=[C:8]([F:10])[CH:7]=[CH:6][C:3]=1[C:4]#[N:5].[CH2:11]([O:13][CH:14]=[CH:15][C:16]#[N:17])[CH3:12].C(N(CC)CC)C. The catalyst is C1(C)C=CC=CC=1.C([O-])(=O)C.[Pd+2].C([O-])(=O)C. The product is [C:16]([C:15]([C:2]1[CH:9]=[C:8]([F:10])[CH:7]=[CH:6][C:3]=1[C:4]#[N:5])=[CH:14][O:13][CH2:11][CH3:12])#[N:17]. The yield is 0.940. (4) The reactants are C[O:2][C:3](=[O:38])[CH:4]([NH:27][C:28]([O:30][CH2:31][C:32]1[CH:37]=[CH:36][CH:35]=[CH:34][CH:33]=1)=[O:29])[CH2:5][NH:6][C:7]([N:9]1[CH2:26][CH2:25][C:12]2([N:16]([C:17]3[CH:22]=[CH:21][CH:20]=[CH:19][CH:18]=3)[CH2:15][N:14]([CH3:23])[C:13]2=[O:24])[CH2:11][CH2:10]1)=[O:8].Cl. The catalyst is O1CCCC1.[OH-].[Li+]. The product is [CH2:31]([O:30][C:28]([NH:27][CH:4]([CH2:5][NH:6][C:7]([N:9]1[CH2:26][CH2:25][C:12]2([N:16]([C:17]3[CH:22]=[CH:21][CH:20]=[CH:19][CH:18]=3)[CH2:15][N:14]([CH3:23])[C:13]2=[O:24])[CH2:11][CH2:10]1)=[O:8])[C:3]([OH:38])=[O:2])=[O:29])[C:32]1[CH:33]=[CH:34][CH:35]=[CH:36][CH:37]=1. The yield is 0.830. (5) The reactants are C([O:3][C:4]([C:6]1[C:10]2[CH2:11][CH2:12][C:13]3[C:18]([C:9]=2[N:8]([CH3:20])[CH:7]=1)=[N:17][C:16]([NH2:19])=[N:15][CH:14]=3)=[O:5])C.[OH-].[K+]. The catalyst is CCO. The product is [NH2:19][C:16]1[N:17]=[C:18]2[C:13]([CH2:12][CH2:11][C:10]3[C:6]([C:4]([OH:5])=[O:3])=[CH:7][N:8]([CH3:20])[C:9]=32)=[CH:14][N:15]=1. The yield is 0.750. (6) The reactants are [CH2:1]([Mg]Br)[CH3:2].CON(C)[C:8]([C:10]1[CH:11]=[N:12][N:13]([CH2:15][C:16]2[CH:21]=[CH:20][C:19]([O:22][CH3:23])=[CH:18][CH:17]=2)[CH:14]=1)=[O:9]. The catalyst is C1COCC1. The product is [CH3:23][O:22][C:19]1[CH:18]=[CH:17][C:16]([CH2:15][N:13]2[CH:14]=[C:10]([C:8](=[O:9])[CH2:1][CH3:2])[CH:11]=[N:12]2)=[CH:21][CH:20]=1. The yield is 0.970. (7) The reactants are O1CCCC1.C([NH:13][C:14]1[C:15]([CH3:27])=[C:16]([CH3:26])[C:17]2[O:21][C:20]([CH3:23])([CH3:22])[C:19](=[O:24])[C:18]=2[CH:25]=1)C1C=CC=CC=1. The catalyst is [C].[Pd].CO. The product is [NH2:13][C:14]1[C:15]([CH3:27])=[C:16]([CH3:26])[C:17]2[O:21][C:20]([CH3:22])([CH3:23])[C:19](=[O:24])[C:18]=2[CH:25]=1. The yield is 1.00.